This data is from Catalyst prediction with 721,799 reactions and 888 catalyst types from USPTO. The task is: Predict which catalyst facilitates the given reaction. (1) Reactant: C([Li])CCC.Br[C:7]1[CH:12]=[CH:11][C:10]([NH:13][C:14]([C:16]2[CH:21]=[CH:20][CH:19]=[CH:18][N:17]=2)=[O:15])=[CH:9][C:8]=1[F:22].[Si:23]([O:30][CH:31]1[CH2:35][CH2:34][O:33][C:32]1=[O:36])([C:26]([CH3:29])([CH3:28])[CH3:27])([CH3:25])[CH3:24].C(=O)(O)[O-].[Na+]. Product: [Si:23]([O:30][CH:31]([CH2:35][CH2:34][OH:33])[C:32]([C:7]1[CH:12]=[CH:11][C:10]([NH:13][C:14]([C:16]2[CH:21]=[CH:20][CH:19]=[CH:18][N:17]=2)=[O:15])=[CH:9][C:8]=1[F:22])=[O:36])([C:26]([CH3:29])([CH3:28])[CH3:27])([CH3:25])[CH3:24]. The catalyst class is: 7. (2) Reactant: O[C:2]1[CH:11]=[CH:10][C:5]([C:6]([O:8][CH3:9])=[O:7])=[C:4]([O:12][CH3:13])[CH:3]=1.Cl[CH2:15][C:16](=[O:18])[CH3:17].C(=O)([O-])[O-:20].[K+].[K+].CN(C)C=O. Product: [CH3:9][O:8][C:6](=[O:7])[C:5]1[CH:10]=[C:11]([O:20][CH2:15][C:16](=[O:18])[CH3:17])[CH:2]=[CH:3][C:4]=1[O:12][CH3:13]. The catalyst class is: 13. (3) Reactant: [NH2:1][C:2]1[CH:3]=[C:4]([NH:9][C:10]2[N:14]([CH3:15])[C:13]3[CH:16]=[CH:17][C:18]([O:20][C:21]4[CH:26]=[CH:25][N:24]=[C:23]([C:27]([NH:29][CH3:30])=[O:28])[CH:22]=4)=[CH:19][C:12]=3[N:11]=2)[CH:5]=[CH:6][C:7]=1[Cl:8].Cl[CH2:32][CH2:33][CH2:34][C:35](Cl)=[O:36].P([O-])([O-])([O-])=O.[Na+].[Na+].[Na+].C[Si]([N-][Si](C)(C)C)(C)C.[K+]. Product: [Cl:8][C:7]1[CH:6]=[CH:5][C:4]([NH:9][C:10]2[N:14]([CH3:15])[C:13]3[CH:16]=[CH:17][C:18]([O:20][C:21]4[CH:26]=[CH:25][N:24]=[C:23]([C:27]([NH:29][CH3:30])=[O:28])[CH:22]=4)=[CH:19][C:12]=3[N:11]=2)=[CH:3][C:2]=1[N:1]1[CH2:32][CH2:33][CH2:34][C:35]1=[O:36]. The catalyst class is: 22. (4) Reactant: [O:1]=[C:2]([CH2:23][CH2:24][CH2:25][CH2:26][CH2:27][CH2:28][CH2:29][CH2:30][CH2:31][CH2:32][CH2:33][C:34]([O:36][CH2:37][CH2:38][CH2:39][CH2:40][CH2:41][CH3:42])=[O:35])[CH2:3][CH2:4][CH2:5][CH2:6][CH2:7][CH2:8][CH2:9][CH2:10][CH2:11][CH2:12][CH2:13][C:14]([O:16][CH2:17][CH2:18][CH2:19][CH2:20][CH2:21][CH3:22])=[O:15].[BH4-].[Na+]. Product: [OH:1][CH:2]([CH2:3][CH2:4][CH2:5][CH2:6][CH2:7][CH2:8][CH2:9][CH2:10][CH2:11][CH2:12][CH2:13][C:14]([O:16][CH2:17][CH2:18][CH2:19][CH2:20][CH2:21][CH3:22])=[O:15])[CH2:23][CH2:24][CH2:25][CH2:26][CH2:27][CH2:28][CH2:29][CH2:30][CH2:31][CH2:32][CH2:33][C:34]([O:36][CH2:37][CH2:38][CH2:39][CH2:40][CH2:41][CH3:42])=[O:35]. The catalyst class is: 193.